From a dataset of Reaction yield outcomes from USPTO patents with 853,638 reactions. Predict the reaction yield, written as a fraction of the theoretical maximum amount of product (1.0 means a 100% yield; for example, 0.34 means a 34% yield). (1) The reactants are [NH2:1][C:2]1[CH:7]=[C:6]([F:8])[CH:5]=[CH:4][C:3]=1[NH:9][C:10]1[C:11]([CH3:20])=[C:12]([CH:17]=[CH:18][CH:19]=1)[C:13]([O:15][CH3:16])=[O:14].[O:21]1[CH2:25][CH2:24][CH2:23][C@@H:22]1[C:26](O)=[O:27].Cl.C(N=C=NCCCN(C)C)C.O.ON1C2C=CC=CC=2N=N1. The catalyst is C(#N)C.O. The product is [F:8][C:6]1[CH:5]=[CH:4][C:3]([NH:9][C:10]2[C:11]([CH3:20])=[C:12]([CH:17]=[CH:18][CH:19]=2)[C:13]([O:15][CH3:16])=[O:14])=[C:2]([NH:1][C:26]([C@H:22]2[CH2:23][CH2:24][CH2:25][O:21]2)=[O:27])[CH:7]=1. The yield is 0.930. (2) The reactants are Cl.[NH2:2][C:3]1[N:4]=[C:5]2[CH:10]=[CH:9][C:8]([O:11][C:12]3[CH:13]=[CH:14][C:15](F)=[C:16]([NH:18][C:19]([C:21]4[N:25]([CH3:26])[N:24]=[C:23]([CH3:27])[CH:22]=4)=[O:20])[CH:17]=3)=[N:7][N:6]2[CH:29]=1.[CH2:30](N(CC)CC)C.[CH:37]1([S:40](Cl)(=[O:42])=[O:41])[CH2:39][CH2:38]1.O. The catalyst is CN1CCCC1=O. The product is [CH:37]1([S:40]([NH:2][C:3]2[N:4]=[C:5]3[CH:10]=[CH:9][C:8]([O:11][C:12]4[CH:13]=[CH:14][C:15]([CH3:30])=[C:16]([NH:18][C:19]([C:21]5[N:25]([CH3:26])[N:24]=[C:23]([CH3:27])[CH:22]=5)=[O:20])[CH:17]=4)=[N:7][N:6]3[CH:29]=2)(=[O:42])=[O:41])[CH2:39][CH2:38]1. The yield is 0.160. (3) The reactants are [Br:1][C:2]1[C:3](Cl)=[N:4][CH:5]=[C:6]([N+:8]([O-:10])=[O:9])[CH:7]=1.[F:12][C:13]1[CH:19]=[CH:18][C:16]([NH2:17])=[CH:15][CH:14]=1. The catalyst is CS(C)=O. The product is [Br:1][C:2]1[C:3]([NH:17][C:16]2[CH:18]=[CH:19][C:13]([F:12])=[CH:14][CH:15]=2)=[N:4][CH:5]=[C:6]([N+:8]([O-:10])=[O:9])[CH:7]=1. The yield is 0.810. (4) The reactants are C([O:3][C:4](=O)[C:5]([CH3:32])([O:7][C:8]1[CH:31]=[CH:30][C:11]2[C:12]3[N:16]([CH2:17][CH2:18][O:19][C:10]=2[CH:9]=1)[CH:15]=[C:14]([C:20]1[N:21]([CH2:25][C:26]([F:29])([F:28])[F:27])[N:22]=[CH:23][N:24]=1)[N:13]=3)[CH3:6])C.O.[OH-].[Li+].Cl.C[N:39](C(ON1N=NC2C=CC=NC1=2)=[N+](C)C)C.F[P-](F)(F)(F)(F)F.[Cl-].[NH4+].C(N(CC)CC)C. The catalyst is CO.O. The product is [CH3:6][C:5]([O:7][C:8]1[CH:31]=[CH:30][C:11]2[C:12]3[N:16]([CH:15]=[C:14]([C:20]4[N:21]([CH2:25][C:26]([F:28])([F:29])[F:27])[N:22]=[CH:23][N:24]=4)[N:13]=3)[CH2:17][CH2:18][O:19][C:10]=2[CH:9]=1)([CH3:32])[C:4]([NH2:39])=[O:3]. The yield is 0.500. (5) The reactants are C([NH:9][C:10]1[NH:11][N:12]([C:21]2[C:26]([Cl:27])=[CH:25][C:24]([Cl:28])=[CH:23][C:22]=2[Cl:29])[C:13](=[O:20])[C:14]=1[N:15]1[CH:19]=[CH:18][CH:17]=[N:16]1)(=O)C1C=CC=CC=1.O.O.O.O.O.O.O.O.[OH-].[Ba+2].[OH-].[OH-].[Na+].Cl. The catalyst is CO. The product is [NH2:9][C:10]1[NH:11][N:12]([C:21]2[C:22]([Cl:29])=[CH:23][C:24]([Cl:28])=[CH:25][C:26]=2[Cl:27])[C:13](=[O:20])[C:14]=1[N:15]1[CH:19]=[CH:18][CH:17]=[N:16]1. The yield is 0.705. (6) The reactants are O.[NH2:2][NH2:3].[CH3:4][C:5]1[C:6]([C:25](OC)=[O:26])=[C:7]([NH:10][C:11](=[O:24])[CH2:12][N:13]2[C:22]3[C:17](=[CH:18][CH:19]=[CH:20][CH:21]=3)[CH2:16][CH2:15][C:14]2=[O:23])[S:8][CH:9]=1. The catalyst is C(O)C.[Cl-].[Na+].O. The product is [NH:2]([C:25]([C:6]1[C:5]([CH3:4])=[CH:9][S:8][C:7]=1[NH:10][C:11](=[O:24])[CH2:12][N:13]1[C:22]2[C:17](=[CH:18][CH:19]=[CH:20][CH:21]=2)[CH2:16][CH2:15][C:14]1=[O:23])=[O:26])[NH2:3]. The yield is 0.790. (7) The reactants are C([S:4][CH2:5][C:6]1[N:7]=[C:8]([C:12]2[CH:21]=[CH:20][C:15]([C:16]([O:18][CH3:19])=[O:17])=[CH:14][CH:13]=2)[O:9][C:10]=1[CH3:11])(=O)C.C(=O)([O-])[O-].[K+].[K+].O. The catalyst is CO. The product is [CH3:11][C:10]1[O:9][C:8]([C:12]2[CH:13]=[CH:14][C:15]([C:16]([O:18][CH3:19])=[O:17])=[CH:20][CH:21]=2)=[N:7][C:6]=1[CH2:5][SH:4]. The yield is 0.930.